This data is from Full USPTO retrosynthesis dataset with 1.9M reactions from patents (1976-2016). The task is: Predict the reactants needed to synthesize the given product. (1) Given the product [CH3:1][O:2][C:3](=[O:25])[CH2:4][C:5]1[CH:10]=[C:9]([Br:11])[C:8]([O:12][C:13]2[CH:14]=[C:15]([CH:21]([CH3:23])[CH3:22])[C:16]([O:19][CH3:20])=[CH:17][C:18]=2[C:30](=[O:31])[C:29]2[CH:33]=[C:34]([CH3:36])[CH:35]=[C:27]([CH3:26])[CH:28]=2)=[C:7]([Br:24])[CH:6]=1, predict the reactants needed to synthesize it. The reactants are: [CH3:1][O:2][C:3](=[O:25])[CH2:4][C:5]1[CH:10]=[C:9]([Br:11])[C:8]([O:12][C:13]2[CH:18]=[CH:17][C:16]([O:19][CH3:20])=[C:15]([CH:21]([CH3:23])[CH3:22])[CH:14]=2)=[C:7]([Br:24])[CH:6]=1.[CH3:26][C:27]1[CH:28]=[C:29]([CH:33]=[C:34]([CH3:36])[CH:35]=1)[C:30](Cl)=[O:31]. (2) Given the product [Si:46]([O:45][CH2:44][CH2:43][CH2:42][C:27]1[C:26]2[C:30](=[C:31]([Cl:34])[CH:32]=[CH:33][C:25]=2[NH:24][C:7]2[C:15]3[C:10](=[CH:11][N:12]=[CH:13][CH:14]=3)[O:9][C:8]=2[C:16]2[N:21]=[CH:20][CH:19]=[CH:18][N:17]=2)[N:29]([C:35]([O:37][C:38]([CH3:41])([CH3:40])[CH3:39])=[O:36])[N:28]=1)([C:49]([CH3:52])([CH3:50])[CH3:51])([CH3:48])[CH3:47], predict the reactants needed to synthesize it. The reactants are: FC(F)(F)S(O[C:7]1[C:15]2[C:10](=[CH:11][N:12]=[CH:13][CH:14]=2)[O:9][C:8]=1[C:16]1[N:21]=[CH:20][CH:19]=[CH:18][N:17]=1)(=O)=O.[NH2:24][C:25]1[CH:33]=[CH:32][C:31]([Cl:34])=[C:30]2[C:26]=1[C:27]([CH2:42][CH2:43][CH2:44][O:45][Si:46]([C:49]([CH3:52])([CH3:51])[CH3:50])([CH3:48])[CH3:47])=[N:28][N:29]2[C:35]([O:37][C:38]([CH3:41])([CH3:40])[CH3:39])=[O:36].CC1(C)C2C(=C(P(C3C=CC=CC=3)C3C=CC=CC=3)C=CC=2)OC2C(P(C3C=CC=CC=3)C3C=CC=CC=3)=CC=CC1=2.[O-]P([O-])([O-])=O.[K+].[K+].[K+]. (3) Given the product [Br:1][C:2]1[CH:3]=[C:4]2[N:10]([C:22]([O:24][CH2:25][CH:26]([CH3:28])[CH3:27])=[O:23])[C:9]([CH3:11])=[N:8][C:5]2=[N:6][CH:7]=1, predict the reactants needed to synthesize it. The reactants are: [Br:1][C:2]1[CH:3]=[C:4]2[NH:10][C:9]([CH3:11])=[N:8][C:5]2=[N:6][CH:7]=1.C(N(C(C)C)CC)(C)C.Cl[C:22]([O:24][CH2:25][CH:26]([CH3:28])[CH3:27])=[O:23]. (4) Given the product [C:45]([O:44][C:42](=[O:43])[N:40]([CH:38]([C:37](=[O:49])[NH:36][CH:29]([CH:30]1[CH2:31][CH2:32][CH2:33][CH2:34][CH2:35]1)[C:28](=[O:50])[N:25]1[CH2:26][CH2:27][CH:12]2[NH:11][CH2:15][CH:14]([C:16](=[O:24])[NH:17][C:18]3[CH:23]=[CH:22][CH:21]=[CH:20][CH:19]=3)[CH:13]12)[CH3:39])[CH3:41])([CH3:46])([CH3:47])[CH3:48], predict the reactants needed to synthesize it. The reactants are: C(OC([N:11]1[CH2:15][CH:14]([C:16](=[O:24])[NH:17][C:18]2[CH:23]=[CH:22][CH:21]=[CH:20][CH:19]=2)[CH:13]2[N:25]([C:28](=[O:50])[CH:29]([NH:36][C:37](=[O:49])[CH:38]([N:40]([C:42]([O:44][C:45]([CH3:48])([CH3:47])[CH3:46])=[O:43])[CH3:41])[CH3:39])[CH:30]3[CH2:35][CH2:34][CH2:33][CH2:32][CH2:31]3)[CH2:26][CH2:27][CH:12]12)=O)C1C=CC=CC=1. (5) Given the product [OH:1][N:50]1[C:51]2[CH:19]=[CH:14][CH:15]=[CH:16][C:52]=2[N:48]=[N:8]1, predict the reactants needed to synthesize it. The reactants are: [OH2:1].O.[OH-].[Li+].C([N:8]=C=NC(C)C)(C)C.[CH:14]1(N=C=N[CH:14]2[CH2:19]CC[CH2:16][CH2:15]2)[CH2:19]CC[CH2:16][CH2:15]1.Cl.CN(C)CCCN=C=NCC.C([N:48]1[CH:52]=[CH:51][N:50]=C1)([N:48]1[CH:52]=[CH:51][N:50]=C1)=O. (6) Given the product [C:14]1([CH2:13][N:2]2[C:11]3[CH:10]=[CH:9][CH:8]=[CH:7][C:6]=3[CH:5]3[CH2:4][N:3]2[C:39](=[O:40])[N:37]3[O:32][CH2:25][CH:24]=[CH2:23])[CH:19]=[CH:18][CH:17]=[CH:16][CH:15]=1, predict the reactants needed to synthesize it. The reactants are: Cl.[N:2]1[C:11]2[C:6](=[CH:7][CH:8]=[CH:9][CH:10]=2)[C:5](O)=[CH:4][N:3]=1.[CH2:13](Cl)[C:14]1[CH:19]=[CH:18][CH:17]=[CH:16][CH:15]=1.[H-].[Na+].[CH3:23][CH2:24][CH2:25][CH2:23][CH2:24][CH2:25]C.CC[O:32]C(C)=[O:32].C[N:37]([CH:39]=[O:40])C.